Dataset: Full USPTO retrosynthesis dataset with 1.9M reactions from patents (1976-2016). Task: Predict the reactants needed to synthesize the given product. (1) Given the product [F:1][C:2]1[CH:3]=[CH:4][C:5]([N:8]2[C:16]3[C:11](=[CH:12][C:13]([CH:17]([C:23]4[CH:24]=[CH:25][CH:26]=[CH:27][CH:28]=4)[CH2:18][C:19]([OH:21])=[O:20])=[CH:14][CH:15]=3)[CH:10]=[N:9]2)=[CH:6][CH:7]=1, predict the reactants needed to synthesize it. The reactants are: [F:1][C:2]1[CH:7]=[CH:6][C:5]([N:8]2[C:16]3[C:11](=[CH:12][C:13]([CH:17]([C:23]4[CH:28]=[CH:27][CH:26]=[CH:25][CH:24]=4)[CH2:18][C:19]([O:21]C)=[O:20])=[CH:14][CH:15]=3)[CH:10]=[N:9]2)=[CH:4][CH:3]=1.[OH-].[Na+].Cl. (2) Given the product [ClH:2].[ClH:1].[Cl:2][C:3]1[S:7][C:6]([C@@H:8]([CH2:9][NH:10][CH:18]([CH3:20])[CH3:19])[C:21]([N:23]2[CH2:24][CH2:25][N:26]([C:29]3[C:30]4[C@H:37]([CH3:38])[CH2:36][C@@H:35]([OH:39])[C:31]=4[N:32]=[CH:33][N:34]=3)[CH2:27][CH2:28]2)=[O:22])=[CH:5][CH:4]=1, predict the reactants needed to synthesize it. The reactants are: [ClH:1].[Cl:2][C:3]1[S:7][C:6]([C@H:8]([C:21]([N:23]2[CH2:28][CH2:27][N:26]([C:29]3[C:30]4[C@H:37]([CH3:38])[CH2:36][C@@H:35]([OH:39])[C:31]=4[N:32]=[CH:33][N:34]=3)[CH2:25][CH2:24]2)=[O:22])[CH2:9][N:10]([CH:18]([CH3:20])[CH3:19])C(=O)OC(C)(C)C)=[CH:5][CH:4]=1. (3) Given the product [Cl:6][C:7]1[C:8]([C:28]2[N:32]3[CH:33]=[CH:34][CH:35]=[CH:36][C:31]3=[N:30][CH:29]=2)=[N:9][C:10]([NH:13][C:14]2[CH:19]=[CH:18][C:17]([N:20]3[CH2:21][CH2:22][N:23]([C:2]([O:4][CH3:5])=[O:3])[CH2:24][CH2:25]3)=[CH:16][C:15]=2[O:26][CH3:27])=[N:11][CH:12]=1, predict the reactants needed to synthesize it. The reactants are: Cl[C:2]([O:4][CH3:5])=[O:3].[Cl:6][C:7]1[C:8]([C:28]2[N:32]3[CH:33]=[CH:34][CH:35]=[CH:36][C:31]3=[N:30][CH:29]=2)=[N:9][C:10]([NH:13][C:14]2[CH:19]=[CH:18][C:17]([N:20]3[CH2:25][CH2:24][NH:23][CH2:22][CH2:21]3)=[CH:16][C:15]=2[O:26][CH3:27])=[N:11][CH:12]=1.C(N(CC)C(C)C)(C)C. (4) Given the product [N:17]1[C:18]2[C:19](=[N:20][CH:21]=[CH:22][CH:23]=2)[N:15]([C:11]2[CH:10]=[C:9]3[C:14](=[CH:13][CH:12]=2)[CH:6]([C:4]([OH:5])=[O:3])[CH2:7][C:8]3=[O:24])[CH:16]=1, predict the reactants needed to synthesize it. The reactants are: C([O:3][C:4]([CH:6]1[C:14]2[C:9](=[CH:10][C:11]([N:15]3[C:19]4=[N:20][CH:21]=[CH:22][CH:23]=[C:18]4[N:17]=[CH:16]3)=[CH:12][CH:13]=2)[C:8](=[O:24])[CH2:7]1)=[O:5])C.[Li+].[OH-].